Task: Predict the reactants needed to synthesize the given product.. Dataset: Full USPTO retrosynthesis dataset with 1.9M reactions from patents (1976-2016) (1) Given the product [C:16]([O:20][C:21]([N:23]1[CH2:24][CH2:25][N:26]([C:29]([C:31]2[C:35]3=[N:36][CH:37]=[CH:38][CH:39]=[C:34]3[N:33]([C:40]3[CH:45]=[CH:44][CH:43]=[CH:42][CH:41]=3)[C:32]=2[CH2:5][C:4]2[CH:7]=[CH:8][CH:9]=[C:2]([F:1])[C:3]=2[CH3:10])=[O:30])[CH2:27][CH2:28]1)=[O:22])([CH3:19])([CH3:17])[CH3:18], predict the reactants needed to synthesize it. The reactants are: [F:1][C:2]1[C:3]([CH3:10])=[C:4]([CH:7]=[CH:8][CH:9]=1)[CH2:5]Br.CN(C=O)C.[C:16]([O:20][C:21]([N:23]1[CH2:28][CH2:27][N:26]([C:29]([C:31]2[C:35]3=[N:36][CH:37]=[CH:38][CH:39]=[C:34]3[N:33]([C:40]3[CH:45]=[CH:44][CH:43]=[CH:42][CH:41]=3)[C:32]=2Cl)=[O:30])[CH2:25][CH2:24]1)=[O:22])([CH3:19])([CH3:18])[CH3:17].COC1C=CC=C(OC)C=1C1C=CC=CC=1P(C1CCCCC1)C1CCCCC1. (2) Given the product [N:12]1[C:11]2[CH2:18][CH2:19][NH:8][CH2:9][C:10]=2[CH:15]=[N:14][CH:13]=1, predict the reactants needed to synthesize it. The reactants are: C([N:8]1[CH2:19][CH2:18][C:11]2[N:12]=[C:13](Cl)[N:14]=[C:15](Cl)[C:10]=2[CH2:9]1)C1C=CC=CC=1.Cl.Cl.C[C@H]1CN[C@H](C)CN1.CCN(C(C)C)C(C)C.CC(O)C. (3) Given the product [F:17][C:4]1[CH:3]=[C:2]([O:39][CH2:38][C:37]([F:41])([F:40])[F:36])[C:10]2[N:9]3[CH2:11][CH2:12][NH:13][C:14](=[O:15])[C:8]3=[C:7]([CH3:16])[C:6]=2[CH:5]=1, predict the reactants needed to synthesize it. The reactants are: Br[C:2]1[C:10]2[N:9]3[CH2:11][CH2:12][NH:13][C:14](=[O:15])[C:8]3=[C:7]([CH3:16])[C:6]=2[CH:5]=[C:4]([F:17])[CH:3]=1.C(=O)([O-])[O-].[Cs+].[Cs+].CCOC(C1C(=O)CCCC1)=O.[F:36][C:37]([F:41])([F:40])[CH2:38][OH:39]. (4) Given the product [C:1]([O:5][C:6](=[O:7])[NH:8][C@@H:9]([CH2:13][C:14]1[CH:19]=[CH:18][C:17]([OH:20])=[CH:16][C:15]=1[F:21])[C:10]([N:26]1[CH2:27][CH2:28][C@H:24]([F:23])[CH2:25]1)=[O:12])([CH3:2])([CH3:3])[CH3:4], predict the reactants needed to synthesize it. The reactants are: [C:1]([O:5][C:6]([NH:8][C@@H:9]([CH2:13][C:14]1[CH:19]=[CH:18][C:17]([OH:20])=[CH:16][C:15]=1[F:21])[C:10]([OH:12])=O)=[O:7])([CH3:4])([CH3:3])[CH3:2].Cl.[F:23][C@H:24]1[CH2:28][CH2:27][NH:26][CH2:25]1. (5) Given the product [CH2:1]([N:8]1[C:20]2[CH:19]=[CH:18][C:17]([NH:21][C:22](=[O:33])[O:23][CH2:24][C:25]3[CH:30]=[CH:29][C:28]([O:31][CH3:32])=[CH:27][CH:26]=3)=[CH:16][C:15]=2[C:14]2[C:9]1=[CH:10][C:11]([C:43]1[C:39]([CH3:38])=[N:40][O:41][C:42]=1[CH3:53])=[CH:12][C:13]=2[C:34](=[O:36])[NH2:35])[C:2]1[CH:7]=[CH:6][CH:5]=[CH:4][CH:3]=1, predict the reactants needed to synthesize it. The reactants are: [CH2:1]([N:8]1[C:20]2[CH:19]=[CH:18][C:17]([NH:21][C:22](=[O:33])[O:23][CH2:24][C:25]3[CH:30]=[CH:29][C:28]([O:31][CH3:32])=[CH:27][CH:26]=3)=[CH:16][C:15]=2[C:14]2[C:9]1=[CH:10][C:11](Br)=[CH:12][C:13]=2[C:34](=[O:36])[NH2:35])[C:2]1[CH:7]=[CH:6][CH:5]=[CH:4][CH:3]=1.[CH3:38][C:39]1[C:43](B2OC(C)(C)C(C)(C)O2)=[C:42]([CH3:53])[O:41][N:40]=1.P([O-])([O-])([O-])=O.[K+].[K+].[K+]. (6) Given the product [N+:12]([C:3]1[CH:4]=[C:5]([C:8]([F:11])([F:10])[F:9])[CH:6]=[CH:7][C:2]=1[NH:15][CH2:16][C@@H:17]1[CH2:21][CH2:20][N:19]([C:22]([O:24][C:25]([CH3:28])([CH3:27])[CH3:26])=[O:23])[CH2:18]1)([O-:14])=[O:13], predict the reactants needed to synthesize it. The reactants are: F[C:2]1[CH:7]=[CH:6][C:5]([C:8]([F:11])([F:10])[F:9])=[CH:4][C:3]=1[N+:12]([O-:14])=[O:13].[NH2:15][CH2:16][C@@H:17]1[CH2:21][CH2:20][N:19]([C:22]([O:24][C:25]([CH3:28])([CH3:27])[CH3:26])=[O:23])[CH2:18]1.CCN(C(C)C)C(C)C. (7) Given the product [I:14][C:4]1[S:3][C:2]([NH:1][C:20](=[O:21])[C:19]2[CH:23]=[C:24]([C:26]([F:27])([F:28])[F:29])[CH:25]=[C:17]([C:16]([F:15])([F:30])[F:31])[CH:18]=2)=[N:6][C:5]=1[C:7]([F:13])([F:12])[C:8]([F:9])([F:10])[F:11], predict the reactants needed to synthesize it. The reactants are: [NH2:1][C:2]1[S:3][C:4]([I:14])=[C:5]([C:7]([F:13])([F:12])[C:8]([F:11])([F:10])[F:9])[N:6]=1.[F:15][C:16]([F:31])([F:30])[C:17]1[CH:18]=[C:19]([CH:23]=[C:24]([C:26]([F:29])([F:28])[F:27])[CH:25]=1)[C:20](Cl)=[O:21].Cl.